Dataset: Forward reaction prediction with 1.9M reactions from USPTO patents (1976-2016). Task: Predict the product of the given reaction. (1) Given the reactants [CH3:1][C:2]([CH3:7])([CH3:6])[C@@H:3]1[O:5][CH2:4]1.[N:8]1[C:12]2[CH:13]=[CH:14][CH:15]=[CH:16][C:11]=2[NH:10][CH:9]=1, predict the reaction product. The product is: [N:8]1([CH2:4][C@@H:3]([OH:5])[C:2]([CH3:7])([CH3:6])[CH3:1])[C:12]2[CH:13]=[CH:14][CH:15]=[CH:16][C:11]=2[N:10]=[CH:9]1. (2) The product is: [C:25]([O:29][C:30]([N:32]1[CH2:33][CH2:34][CH2:35][C:36]1=[O:37])=[O:31])([CH3:28])([CH3:26])[CH3:27]. Given the reactants F[P-](F)(F)(F)(F)F.N1(C=[N+]2CCCC2)CCCC1.CC(C)([O-])C.[K+].[C:25]([O:29][C:30]([N:32]1[C:36](=[O:37])[CH2:35][CH2:34][C@H:33]1CC1C=CC(C2C=CC=CC=2)=CC=1)=[O:31])([CH3:28])([CH3:27])[CH3:26].C(OC(C)C)(=O)C, predict the reaction product. (3) Given the reactants [Cl:1][C:2]1[CH:3]=[C:4]2[C:8](=[CH:9][C:10]=1[F:11])[NH:7][C:6](=[O:12])[C:5]2([CH:22](C([O-])=O)[C:23]([O:25][CH3:26])=[O:24])[C:13]1[C:14]([O:19][CH2:20][CH3:21])=[N:15][CH:16]=[CH:17][CH:18]=1.C(=O)=O, predict the reaction product. The product is: [Cl:1][C:2]1[CH:3]=[C:4]2[C:8](=[CH:9][C:10]=1[F:11])[NH:7][C:6](=[O:12])[C:5]2([CH2:22][C:23]([O:25][CH3:26])=[O:24])[C:13]1[C:14]([O:19][CH2:20][CH3:21])=[N:15][CH:16]=[CH:17][CH:18]=1. (4) Given the reactants [O:1]=[C:2]1[C:7](C#N)=[C:6]([C:10]([F:13])([F:12])[F:11])[CH:5]=[C:4]([C:14]2[CH:19]=[CH:18][C:17]([C:20]([F:23])([F:22])[F:21])=[CH:16][CH:15]=2)[NH:3]1.Br, predict the reaction product. The product is: [F:13][C:10]([F:11])([F:12])[C:6]1[CH:5]=[C:4]([C:14]2[CH:15]=[CH:16][C:17]([C:20]([F:23])([F:22])[F:21])=[CH:18][CH:19]=2)[NH:3][C:2](=[O:1])[CH:7]=1. (5) Given the reactants [O:1]1[CH:5]=[CH:4][N:3]=[CH:2]1.[Li]CCCC.CCOCC.I[C:17]1[CH:18]=[C:19]2[C:23](=[CH:24][CH:25]=1)[NH:22][CH:21]=[CH:20]2, predict the reaction product. The product is: [NH:22]1[C:23]2[C:19](=[CH:18][C:17]([C:2]3[O:1][CH:5]=[CH:4][N:3]=3)=[CH:25][CH:24]=2)[CH:20]=[CH:21]1. (6) Given the reactants Br[C:2]1[CH:3]=[CH:4][C:5]([C:10]([N:12]2[CH2:17][CH2:16][N:15]([C:18]3[C:23]([CH3:24])=[CH:22][C:21]([CH:25]4[CH2:27][CH2:26]4)=[CH:20][N:19]=3)[CH2:14][CH2:13]2)=[O:11])=[C:6]([CH:9]=1)[C:7]#[N:8].[CH3:28][N:29]1[CH2:33][CH2:32][NH:31][C:30]1=[O:34], predict the reaction product. The product is: [CH:25]1([C:21]2[CH:22]=[C:23]([CH3:24])[C:18]([N:15]3[CH2:16][CH2:17][N:12]([C:10]([C:5]4[CH:4]=[CH:3][C:2]([N:31]5[CH2:32][CH2:33][N:29]([CH3:28])[C:30]5=[O:34])=[CH:9][C:6]=4[C:7]#[N:8])=[O:11])[CH2:13][CH2:14]3)=[N:19][CH:20]=2)[CH2:27][CH2:26]1. (7) Given the reactants [CH3:1][N:2]([CH3:20])[C:3](=[O:19])[C:4]1[CH:9]=[C:8]([N+:10]([O-])=O)[CH:7]=[C:6]([N:13]2[CH2:18][CH2:17][O:16][CH2:15][CH2:14]2)[CH:5]=1.C(O)C.[H][H], predict the reaction product. The product is: [NH2:10][C:8]1[CH:9]=[C:4]([CH:5]=[C:6]([N:13]2[CH2:14][CH2:15][O:16][CH2:17][CH2:18]2)[CH:7]=1)[C:3]([N:2]([CH3:20])[CH3:1])=[O:19]. (8) Given the reactants [N+:1]([C:4]1[CH:5]=[C:6]([C:9]([O:11][CH2:12][CH3:13])=[O:10])[NH:7][CH:8]=1)([O-:3])=[O:2].S(Cl)([Cl:17])(=O)=O, predict the reaction product. The product is: [Cl:17][C:8]1[NH:7][C:6]([C:9]([O:11][CH2:12][CH3:13])=[O:10])=[CH:5][C:4]=1[N+:1]([O-:3])=[O:2]. (9) The product is: [F:1][C:2]1[CH:7]=[CH:6][C:5]([C:8]2[N:9]=[CH:10][N:11]3[C:20]=2[CH:19]=[C:18]2[C@@:13]([CH3:26])([C@@H:14]([CH2:21][C:22]([OH:24])=[O:23])[CH2:15][CH2:16][CH2:17]2)[CH2:12]3)=[CH:4][CH:3]=1. Given the reactants [F:1][C:2]1[CH:7]=[CH:6][C:5]([C:8]2[N:9]=[CH:10][N:11]3[C:20]=2[CH:19]=[C:18]2[C@@:13]([CH3:26])([C@@H:14]([CH2:21][CH:22]([O:24]C)[OH:23])[CH2:15][CH2:16][CH2:17]2)[CH2:12]3)=[CH:4][CH:3]=1.CC(=CC)C.FC(F)(F)C(O)=O.Cl([O-])=O.[Na+].O.P([O-])(O)(O)=O.[Na+], predict the reaction product.